From a dataset of B-cell epitopes from IEDB database with 3,159 antigens for binding position prediction. Token-level Classification. Given an antigen amino acid sequence, predict which amino acid positions are active epitope sites capable of antibody binding. Output is a list of indices for active positions. (1) Given the antigen sequence: MSNHTHHLKFKTLKRAWKASKYFIVGLSCLYKFNLKSLVQTALSTLAMITLTSLVITAIIYISVGNAKAKPTSKPTIQQTQQPQNHTSPFFTEHNYKSTHTSIQSTTLSQLLNIDTTRGITYGHSTNETQNRKIKGQSTLPATRKPPINPSGSIPPENHQDHNNFQTLPYVPCSTCEGNLACLSLCHIETERAPSRAPTITLKKTPKPKTTKKPTKTTIHHRTSPETKLQPKNNTATPQQGILSSTEHHTNQSTTQI, which amino acid positions are active epitope sites? The epitope positions are: [173, 174, 175, 176, 177, 178, 179, 180, 181, 182, 183, 184]. The amino acids at these positions are: STCEGNLACLSL. (2) Given the antigen sequence: VKYYCKCPDVREGITSSDHTTTCTDVKQCRAYLIDNKKWVYNSGRLPRGEGDTFKGKLHVPFVPVKAKCIATLAPEPLVEHKHRTLILHLHPDHPTLLTTRSLGSDANPTRQWIERPTTVNFTVTGEGLEYTWGNHPPKRVWAQESGEGNPHGWPHEVVIYYYNRYPLTTIIGLCTCVAIIMVSCVTSVWLLCRTRNLCITPYKLAPNAQVPILLALL, which amino acid positions are active epitope sites? The epitope positions are: [126, 127, 128, 129, 130, 131, 132, 133, 134, 135, 136, 137]. The amino acids at these positions are: EGLEYTWGNHPP. (3) Given the antigen sequence: FATGNLPGCSFSIFLLALFSCLIHPAASLEWRNTSGLYILTNDCPNSSIVYEADEIILHSPGCVPCVQTGNTSTCWTPATPTVAVKYVGATTASIRSHVDLLVGAATMCSALYVGDMCGAVFLVGQAFTFRPRRHQTVXTCNCSLYPGHLTGHRMAWDMMMNWSPAVGMVVAHVLRLLQTLFDIVAGAHWGVLAGLAYYSMQGNWAKVAIIMVMFSGVDASTYTSGGSAARTTSAFTSLFTTGPNQNLQLINTNGSWHINRTALNCNDSINTGFIAGLIYFRKFNSTGCSQRLGWCKTITHFEQGWGPLTDXNINGSFDEKPYCWHYAPRPCTTVPAINVCGPVYWFTPSPVVVGTTDIKGXPTYNGGGDETDVFLLESLWPPXGRWFGCVWMXFTGFVKTSGGPPCNIYGGGRDHRNESHLFFPPDCFRKHPAATYSRCGAGPWLTPRXLVDYPYRLWHFPCTVKFTLFKVRMFVGGXEHXFFVACNWTRGERWDXEDC..., which amino acid positions are active epitope sites? The epitope positions are: [268, 269, 270, 271, 272, 273, 274, 275, 276, 277, 278, 279, 280, 281, 282, 283, 284, 285]. The amino acids at these positions are: SINTGFIAGLIYFRKFNS. (4) The epitope positions are: [110, 111, 112, 113, 114, 115, 116, 117, 118, 119, 120, 121, 122, 123, 124, 125, 126, 127, 128, 129]. The amino acids at these positions are: QVNIRVGDTTTDVRYKDDMY. Given the antigen sequence: MARWQRKASVSSPCGRSIYRFLSLLFTLVTSVNSVSLPQSENPAFPGTLICDKDEVRIEFSSRFDMEKWNPSVVDTLGSEILNCTYALDLERFVLKFPYETCTIKVVGGYQVNIRVGDTTTDVRYKDDMYHFFCPAIQAETHEISEIVVCRRDLISFSFPQLFSRLADENQNVSEMGWIVKIGNGTRAHILPLKDAIVQGFNLLIDSQKVTLHVPANATGIVHYVQESSYLYTVQLELLFSTTGQKIVFSSHAICAPDLSVACNATHMTLTIPEFPGKLESVDFGQWSIPEDQWHANGIDKEATNGLRLNFRKSLLKTKPSEKCPFYQFYLSSLKLTFYFQGNMLSTVIDPECHCESPVSIDELCAQDGFMDFEVYSHQTKPALNLDTLLVGNSSCQPIFKVQSLGLARFHIPLNGCGTRQKFEGDKVIYENEIHALWENPPSNIVFRNSEFRMTVRCYYIRDSMLLNAHVKGHPSPEAFVKPGPLVLVLQTYPDQSYQR..., which amino acid positions are active epitope sites? (5) Given the antigen sequence: VGDDSGGFSTTVSTEQNVPDPQVGITTMRDLKGKANRGKMDVSGVQAPVGAITTIEDPVLAKKVPETFPELKPGESRHTSDHMSIYKFMGRSHFLCTFTFNSNNKEYTFPITLSSTSNPPHGLPSTLRWFFNLFQLYRGPLDLTIIITGATDVDGMAWFTPVGLAVDTPWVEKESALSIDYKTALGAVRFNTRRTGNIQIRLPWYSYLYAVSGALDGLGDKTDSTFGLVSIQIANYNHSDEYLSFSCYLSVTEQSEFYFPRAPLNSNAMLST, which amino acid positions are active epitope sites? The epitope positions are: [165, 166, 167, 168, 169, 170, 171, 172, 173, 174, 175, 176, 177]. The amino acids at these positions are: VDTPWVEKESALS. (6) Given the antigen sequence: MKKSKFLLLGSVASLASIPFVAAKCGETKEENKPEPDKNPGGDKNPGENKTPGENKTPGENKTPGENKTPGENKTPGENKTPGENKTPGENKTPGENKTPGENKTPEENKKPEENKKPGGESDSDINPRIPHDDPGSFDSAPANPDQGTPANPDQGTPANPDQGTPANPDQGTPANSQQGAGTKPGQGAGTKPGQGAGTNSQQGAGTNSQQGAGTNSQQGAGTKPGQGAGTKPGQGAGTNSQQGAGTNTQQGAGTNTQQGAGTNSQQGAGTKPGQGAGTNSQQGAGTNSQQGAGTNTQQGAGTNSQQGAGTNSQQGAGTNSQQGAGTNTQQGAGTNSQQGAGTNSQQGAGTKPGQGA, which amino acid positions are active epitope sites? The epitope positions are: [50, 51, 52, 53, 54, 55]. The amino acids at these positions are: TPGENK. (7) Given the antigen sequence: MRTLWIMAVLLVGVEGSLWQFGKMINYVMGESGVLQYLSYGCYCGLGGQGQPTDATDRCCFVHDCCYGKVTGCDPKIDSYTYSKKNGDVVCGGDDPCKKQICECDRVATTCFRDNKDTYDIKYWFYGAKNCQEKSEPC, which amino acid positions are active epitope sites? The epitope positions are: [106, 107, 108, 109, 110, 111, 112, 113, 114, 115, 116, 117, 118, 119]. The amino acids at these positions are: VATTCFRDNKDTYD.